From a dataset of Full USPTO retrosynthesis dataset with 1.9M reactions from patents (1976-2016). Predict the reactants needed to synthesize the given product. (1) Given the product [O:15]=[C:13]1[NH:12][C:8]2=[N:9][CH:10]=[CH:11][C:6]([O:5][C:4]3[CH:3]=[C:2]([NH:1][C:27](=[O:28])[CH2:26][CH2:25][C:19]4[CH:24]=[CH:23][CH:22]=[CH:21][CH:20]=4)[CH:18]=[CH:17][CH:16]=3)=[C:7]2[NH:14]1, predict the reactants needed to synthesize it. The reactants are: [NH2:1][C:2]1[CH:3]=[C:4]([CH:16]=[CH:17][CH:18]=1)[O:5][C:6]1[CH:11]=[CH:10][N:9]=[C:8]2[NH:12][C:13](=[O:15])[NH:14][C:7]=12.[C:19]1([CH2:25][CH2:26][C:27](Cl)=[O:28])[CH:24]=[CH:23][CH:22]=[CH:21][CH:20]=1. (2) Given the product [NH2:1][C:2]1[S:3][C:4]2[C:9]([NH:10][C@@H:11]([CH2:14][CH2:15][CH3:16])[CH3:12])=[N:8][C:7]([SH:17])=[N:6][C:5]=2[N:25]=1, predict the reactants needed to synthesize it. The reactants are: [NH2:1][C:2]1[S:3][C:4]2[C:9]([NH:10][C@H:11]([CH2:14][CH2:15][CH3:16])[CH2:12]O)=[N:8][C:7]([S:17]CC3C=CC=CC=3)=[N:6][C:5]=2[N:25]=1.[Na]. (3) The reactants are: [CH3:1][O:2][C:3]([C:5]1[CH:6]=[C:7]2[C:11](=[CH:12][CH:13]=1)[N:10](C(OC(C)(C)C)=O)[CH:9]=[C:8]2[C:21]1([C:25]#[N:26])[CH2:24][CH2:23][CH2:22]1)=[O:4]. Given the product [CH3:1][O:2][C:3]([C:5]1[CH:6]=[C:7]2[C:11](=[CH:12][CH:13]=1)[NH:10][CH:9]=[C:8]2[C:21]1([C:25]#[N:26])[CH2:22][CH2:23][CH2:24]1)=[O:4], predict the reactants needed to synthesize it. (4) Given the product [CH2:20]([O:22][C:23]1[CH:24]=[C:25]([CH:28]=[CH:29][C:30]=1[CH3:31])[CH2:26][N:17]1[CH2:18][CH2:19][CH:14]([NH:13][C:11]2[O:12][C:8]3[CH:7]=[CH:6][CH:5]=[C:4]([N+:1]([O-:3])=[O:2])[C:9]=3[N:10]=2)[CH2:15][CH2:16]1)[CH3:21], predict the reactants needed to synthesize it. The reactants are: [N+:1]([C:4]1[C:9]2[N:10]=[C:11]([NH:13][CH:14]3[CH2:19][CH2:18][NH:17][CH2:16][CH2:15]3)[O:12][C:8]=2[CH:7]=[CH:6][CH:5]=1)([O-:3])=[O:2].[CH2:20]([O:22][C:23]1[CH:24]=[C:25]([CH:28]=[CH:29][C:30]=1[CH3:31])[CH:26]=O)[CH3:21].OC1C=C(C=CC=1C)C=O.C(I)C.C([O-])([O-])=O.[K+].[K+].C([BH3-])#N.[Na+].C(N(C(C)C)C(C)C)C. (5) Given the product [Cl:1][CH2:2][CH2:3][O:4][C:5]1[C:6]([N+:11]([O-:13])=[O:12])=[C:7]([CH2:15][S:16]([C:19]2[C:28]3[C:23](=[CH:24][CH:25]=[CH:26][CH:27]=3)[CH:22]=[CH:21][CH:20]=2)(=[O:17])=[O:18])[CH:8]=[CH:9][CH:10]=1, predict the reactants needed to synthesize it. The reactants are: [Cl:1][CH2:2][CH2:3][O:4][C:5]1[CH:10]=[CH:9][CH:8]=[CH:7][C:6]=1[N+:11]([O-:13])=[O:12].Cl[CH2:15][S:16]([C:19]1[C:28]2[C:23](=[CH:24][CH:25]=[CH:26][CH:27]=2)[CH:22]=[CH:21][CH:20]=1)(=[O:18])=[O:17].CC(C)([O-])C.[K+].Cl. (6) The reactants are: [Br:1][C:2]1[CH:6]=[C:5]([CH3:7])[NH:4][N:3]=1.[H-].[Na+].Cl[C:11]1[CH:16]=[CH:15][N:14]=[C:13]([C:17]([F:20])([F:19])[F:18])[N:12]=1. Given the product [Br:1][C:2]1[CH:6]=[C:5]([CH3:7])[N:4]([C:11]2[CH:16]=[CH:15][N:14]=[C:13]([C:17]([F:20])([F:19])[F:18])[N:12]=2)[N:3]=1, predict the reactants needed to synthesize it. (7) Given the product [NH2:1][C:4]1[CH:5]=[C:6]([CH2:10][CH2:11][CH2:12][CH2:13][CH2:14][N:15]2[C:23](=[O:24])[C:22]3[C:17](=[CH:18][CH:19]=[CH:20][CH:21]=3)[C:16]2=[O:25])[CH:7]=[CH:8][CH:9]=1, predict the reactants needed to synthesize it. The reactants are: [N+:1]([C:4]1[CH:5]=[C:6]([CH:10]=[CH:11][CH2:12][CH2:13][CH2:14][N:15]2[C:23](=[O:24])[C:22]3[C:17](=[CH:18][CH:19]=[CH:20][CH:21]=3)[C:16]2=[O:25])[CH:7]=[CH:8][CH:9]=1)([O-])=O. (8) Given the product [Br:1][C:2]1[NH:6][C:5]([C@@H:7]2[CH2:11][C@H:10]([CH3:12])[CH2:9][N:8]2[C:13](=[O:15])[C@@H:25]([NH:24][C:22](=[O:23])[O:21][CH3:20])[C@@H:29]([CH3:32])[CH2:30][CH3:31])=[N:4][CH:3]=1, predict the reactants needed to synthesize it. The reactants are: [Br:1][C:2]1[NH:6][C:5]([C@@H:7]2[CH2:11][C@H:10]([CH3:12])[CH2:9][N:8]2[C:13]([O:15]C(C)(C)C)=O)=[N:4][CH:3]=1.[CH3:20][O:21][C:22]([NH:24][C@@H:25]([C@@H:29]([CH3:32])[CH2:30][CH3:31])C(O)=O)=[O:23].CN(C(ON1N=NC2C=CC=NC1=2)=[N+](C)C)C.F[P-](F)(F)(F)(F)F.CCN(C(C)C)C(C)C.C([O-])(O)=O.[Na+].